This data is from Full USPTO retrosynthesis dataset with 1.9M reactions from patents (1976-2016). The task is: Predict the reactants needed to synthesize the given product. (1) Given the product [C:43]([O:47][C:48]([N:50]1[CH2:54][C@@H:53]([CH2:55][N:56]([CH:73]([CH3:74])[CH3:75])[C:57](=[O:72])[C:58]2[CH:63]=[CH:62][C:61]([O:64][CH3:65])=[C:60]([O:66][CH2:67][CH2:68][CH2:69][O:70][CH3:71])[CH:59]=2)[C@H:52]([CH2:76][N:77]([CH:78]2[CH2:79][CH2:80]2)[C:10](=[O:12])[CH2:9][C:6]2[CH:5]=[CH:4][C:3]([O:2][CH3:1])=[CH:8][CH:7]=2)[CH2:51]1)=[O:49])([CH3:45])([CH3:46])[CH3:44], predict the reactants needed to synthesize it. The reactants are: [CH3:1][O:2][C:3]1[CH:8]=[CH:7][C:6]([CH2:9][C:10]([OH:12])=O)=[CH:5][CH:4]=1.C(N(CC)CC)C.O.ON1C2C=CC=CC=2N=N1.Cl.CN(C)CCCN=C=NCC.[C:43]([O:47][C:48]([N:50]1[CH2:54][C@@H:53]([CH2:55][N:56]([CH:73]([CH3:75])[CH3:74])[C:57](=[O:72])[C:58]2[CH:63]=[CH:62][C:61]([O:64][CH3:65])=[C:60]([O:66][CH2:67][CH2:68][CH2:69][O:70][CH3:71])[CH:59]=2)[C@H:52]([CH2:76][NH:77][CH:78]2[CH2:80][CH2:79]2)[CH2:51]1)=[O:49])([CH3:46])([CH3:45])[CH3:44].C([O-])(O)=O.[Na+]. (2) Given the product [C:18]([O:22][C:23]([N:25]1[CH2:29][CH2:28][CH2:27][C@H:26]1[CH2:30][O:14][C:11]1[CH:12]=[CH:13][C:8]([O:7][C:4]2[CH:3]=[CH:2][C:1]([CH3:15])=[CH:6][CH:5]=2)=[CH:9][CH:10]=1)=[O:24])([CH3:21])([CH3:19])[CH3:20], predict the reactants needed to synthesize it. The reactants are: [C:1]1([CH3:15])[CH:6]=[CH:5][C:4]([O:7][C:8]2[CH:13]=[CH:12][C:11]([OH:14])=[CH:10][CH:9]=2)=[CH:3][CH:2]=1.[H-].[Na+].[C:18]([O:22][C:23]([N:25]1[CH2:29][CH2:28][CH2:27][C@H:26]1[CH2:30]OS(C1C=CC(C)=CC=1)(=O)=O)=[O:24])([CH3:21])([CH3:20])[CH3:19].